This data is from NCI-60 drug combinations with 297,098 pairs across 59 cell lines. The task is: Regression. Given two drug SMILES strings and cell line genomic features, predict the synergy score measuring deviation from expected non-interaction effect. (1) Drug 1: CCC(=C(C1=CC=CC=C1)C2=CC=C(C=C2)OCCN(C)C)C3=CC=CC=C3.C(C(=O)O)C(CC(=O)O)(C(=O)O)O. Drug 2: C1=NC2=C(N1)C(=S)N=CN2. Cell line: EKVX. Synergy scores: CSS=7.87, Synergy_ZIP=-3.85, Synergy_Bliss=-3.82, Synergy_Loewe=-1.11, Synergy_HSA=-1.83. (2) Drug 1: C1=C(C(=O)NC(=O)N1)F. Drug 2: CN(CC1=CN=C2C(=N1)C(=NC(=N2)N)N)C3=CC=C(C=C3)C(=O)NC(CCC(=O)O)C(=O)O. Cell line: EKVX. Synergy scores: CSS=9.32, Synergy_ZIP=-9.55, Synergy_Bliss=-7.33, Synergy_Loewe=-5.53, Synergy_HSA=-5.07. (3) Drug 1: C1=CN(C(=O)N=C1N)C2C(C(C(O2)CO)O)O.Cl. Drug 2: C1CC(=O)NC(=O)C1N2C(=O)C3=CC=CC=C3C2=O. Cell line: MDA-MB-231. Synergy scores: CSS=17.9, Synergy_ZIP=-3.93, Synergy_Bliss=0.278, Synergy_Loewe=-18.9, Synergy_HSA=-1.11. (4) Synergy scores: CSS=10.1, Synergy_ZIP=-3.33, Synergy_Bliss=-1.93, Synergy_Loewe=-2.01, Synergy_HSA=-1.79. Drug 2: C1=CC=C(C=C1)NC(=O)CCCCCCC(=O)NO. Cell line: COLO 205. Drug 1: C1CC(C1)(C(=O)O)C(=O)O.[NH2-].[NH2-].[Pt+2]. (5) Drug 1: CCC1=CC2CC(C3=C(CN(C2)C1)C4=CC=CC=C4N3)(C5=C(C=C6C(=C5)C78CCN9C7C(C=CC9)(C(C(C8N6C)(C(=O)OC)O)OC(=O)C)CC)OC)C(=O)OC.C(C(C(=O)O)O)(C(=O)O)O. Drug 2: CCCCC(=O)OCC(=O)C1(CC(C2=C(C1)C(=C3C(=C2O)C(=O)C4=C(C3=O)C=CC=C4OC)O)OC5CC(C(C(O5)C)O)NC(=O)C(F)(F)F)O. Cell line: MCF7. Synergy scores: CSS=41.1, Synergy_ZIP=3.66, Synergy_Bliss=3.33, Synergy_Loewe=-0.873, Synergy_HSA=4.70.